Dataset: CYP3A4 inhibition data for predicting drug metabolism from PubChem BioAssay. Task: Regression/Classification. Given a drug SMILES string, predict its absorption, distribution, metabolism, or excretion properties. Task type varies by dataset: regression for continuous measurements (e.g., permeability, clearance, half-life) or binary classification for categorical outcomes (e.g., BBB penetration, CYP inhibition). Dataset: cyp3a4_veith. (1) The drug is COC(=O)COc1cccc(NC(=O)c2ccc(C)cc2)c1. The result is 1 (inhibitor). (2) The compound is CC1CCN(C2CCN(S(=O)(=O)c3ccc(F)cc3)CC2)CC1.O=C(O)C(=O)O. The result is 0 (non-inhibitor). (3) The molecule is Cc1ncc([N+](=O)[O-])n1CCOC(=O)NC(NCc1ccccc1)C(Cl)(Cl)Cl. The result is 1 (inhibitor). (4) The result is 0 (non-inhibitor). The molecule is COc1c(F)c(F)c(C(=O)O)c(Nc2ccc(C)cc2)c1F. (5) The compound is CCOC(=O)c1c(C)nc2sc3c(c2c1-c1ccc(OC)cc1)NC(c1ccccc1)NC3=O. The result is 0 (non-inhibitor). (6) The compound is Cc1cc(C)nc(Nc2n[nH]c(COc3ccc4ccccc4c3)n2)n1. The result is 1 (inhibitor).